Task: Predict which catalyst facilitates the given reaction.. Dataset: Catalyst prediction with 721,799 reactions and 888 catalyst types from USPTO (1) Reactant: [Br:1][C:2]1[CH:3]=[C:4]([N+:9]([O-:11])=[O:10])[C:5](O)=[N:6][CH:7]=1.CN(C=O)C.P(Br)(Br)([Br:19])=O.O. Product: [Br:19][C:5]1[C:4]([N+:9]([O-:11])=[O:10])=[CH:3][C:2]([Br:1])=[CH:7][N:6]=1. The catalyst class is: 11. (2) Reactant: [N:1]([CH2:4][CH2:5][CH2:6][C:7]1([C:20]2[CH:25]=[CH:24][CH:23]=[CH:22][CH:21]=2)[NH:11][N:10]=[C:9]([C:12]2[CH:17]=[C:16]([F:18])[CH:15]=[CH:14][C:13]=2[F:19])[S:8]1)=[N+:2]=[N-:3].[C:26]([N:34]=[C:35]=[S:36])(=[O:33])[C:27]1[CH:32]=[CH:31][CH:30]=[CH:29][CH:28]=1. Product: [N:1]([CH2:4][CH2:5][CH2:6][C:7]1([C:20]2[CH:25]=[CH:24][CH:23]=[CH:22][CH:21]=2)[N:11]([C:35]([NH:34][C:26](=[O:33])[C:27]2[CH:28]=[CH:29][CH:30]=[CH:31][CH:32]=2)=[S:36])[N:10]=[C:9]([C:12]2[CH:17]=[C:16]([F:18])[CH:15]=[CH:14][C:13]=2[F:19])[S:8]1)=[N+:2]=[N-:3]. The catalyst class is: 1. (3) Reactant: [NH:1]1[CH2:5][CH2:4][CH2:3][CH2:2]1.[H-].[Na+].Br[CH2:9][C:10]([NH2:12])=[O:11]. Product: [N:1]1([CH2:9][C:10]([NH2:12])=[O:11])[CH2:5][CH2:4][CH2:3][CH2:2]1. The catalyst class is: 18. (4) Reactant: [CH3:1][O:2][C:3]1[CH:8]=[CH:7][C:6]([C:9]2[C:10]([C:21](O)=[O:22])=[C:11]([CH3:20])[O:12][C:13]=2[C:14]2[CH:19]=[CH:18][CH:17]=[CH:16][CH:15]=2)=[CH:5][CH:4]=1.CN(C(ON1N=NC2C=CC=NC1=2)=[N+](C)C)C.F[P-](F)(F)(F)(F)F.[NH2:48][C:49]1[CH:50]=[C:51]([CH:58]=[CH:59][CH:60]=1)[O:52][CH2:53][C:54]([O:56][CH3:57])=[O:55].C(N(C(C)C)CC)(C)C. Product: [CH3:57][O:56][C:54](=[O:55])[CH2:53][O:52][C:51]1[CH:58]=[CH:59][CH:60]=[C:49]([NH:48][C:21]([C:10]2[C:9]([C:6]3[CH:7]=[CH:8][C:3]([O:2][CH3:1])=[CH:4][CH:5]=3)=[C:13]([C:14]3[CH:19]=[CH:18][CH:17]=[CH:16][CH:15]=3)[O:12][C:11]=2[CH3:20])=[O:22])[CH:50]=1. The catalyst class is: 18. (5) Product: [Si:1]([O:18][CH2:19][C:20]1([C:26]([OH:34])=[O:27])[CH2:25][CH2:24][CH2:23][CH2:22][CH2:21]1)([C:14]([CH3:16])([CH3:17])[CH3:15])([C:8]1[CH:9]=[CH:10][CH:11]=[CH:12][CH:13]=1)[C:2]1[CH:3]=[CH:4][CH:5]=[CH:6][CH:7]=1. Reactant: [Si:1]([O:18][CH2:19][C:20]1([CH:26]=[O:27])[CH2:25][CH2:24][CH2:23][CH2:22][CH2:21]1)([C:14]([CH3:17])([CH3:16])[CH3:15])([C:8]1[CH:13]=[CH:12][CH:11]=[CH:10][CH:9]=1)[C:2]1[CH:7]=[CH:6][CH:5]=[CH:4][CH:3]=1.CC(=CC)C.P([O-])(O)(O)=[O:34].[Na+].Cl([O-])=O.[Na+].[Cl-].[NH4+]. The catalyst class is: 95. (6) Reactant: [CH:1]([C:4]1[CH:9]=[CH:8][CH:7]=[CH:6][C:5]=1[CH2:10][CH2:11][C:12]([OH:14])=O)([CH3:3])[CH3:2].S(Cl)([Cl:17])=O. Product: [CH:1]([C:4]1[CH:9]=[CH:8][CH:7]=[CH:6][C:5]=1[CH2:10][CH2:11][C:12]([Cl:17])=[O:14])([CH3:3])[CH3:2]. The catalyst class is: 11.